From a dataset of Reaction yield outcomes from USPTO patents with 853,638 reactions. Predict the reaction yield, written as a fraction of the theoretical maximum amount of product (1.0 means a 100% yield; for example, 0.34 means a 34% yield). (1) The reactants are Cl[C:2]1[S:3][C:4]([C:8]#[N:9])=[C:5]([Cl:7])[N:6]=1.C(N(CC)C(C)C)(C)C.[NH:19]1[CH2:24][CH2:23][O:22][CH2:21][CH2:20]1. The catalyst is C(O)C.O. The product is [Cl:7][C:5]1[N:6]=[C:2]([N:19]2[CH2:24][CH2:23][O:22][CH2:21][CH2:20]2)[S:3][C:4]=1[C:8]#[N:9]. The yield is 0.910. (2) The reactants are [Br-].[Br-].[Br-].[NH+]1C=CC=CC=1.[NH+]1C=CC=CC=1.[NH+]1C=CC=CC=1.[N:22]1[CH:27]=[CH:26][CH:25]=[C:24]([C:28]2[CH:36]=[CH:35][CH:34]=[C:33]3[C:29]=2[CH:30]=[CH:31][NH:32]3)[CH:23]=1.[OH2:37]. The catalyst is CC(O)(C)C.C(O)C.C(O)(=O)C.[Zn]. The product is [N:22]1[CH:27]=[CH:26][CH:25]=[C:24]([C:28]2[CH:36]=[CH:35][CH:34]=[C:33]3[C:29]=2[CH2:30][C:31](=[O:37])[NH:32]3)[CH:23]=1. The yield is 1.00. (3) The yield is 0.900. The catalyst is O1CCOCC1. The product is [ClH:42].[OH:7][NH:8][C:9]([C:11]1([S:20]([C:23]2[CH:28]=[CH:27][C:26]([C:29]3[CH:30]=[CH:31][C:32]([CH2:35][CH2:36][CH2:37][C:38]([F:41])([F:39])[F:40])=[CH:33][CH:34]=3)=[CH:25][CH:24]=2)(=[O:22])=[O:21])[CH2:16][CH2:15][N:14]([CH2:17][CH2:18][O:44][CH3:43])[CH2:13][CH2:12]1)=[O:10]. The reactants are O1CCCCC1[O:7][NH:8][C:9]([C:11]1([S:20]([C:23]2[CH:28]=[CH:27][C:26]([C:29]3[CH:34]=[CH:33][C:32]([CH2:35][CH2:36][CH2:37][C:38]([F:41])([F:40])[F:39])=[CH:31][CH:30]=3)=[CH:25][CH:24]=2)(=[O:22])=[O:21])[CH2:16][CH2:15][N:14]([CH:17]2C[CH2:18]2)[CH2:13][CH2:12]1)=[O:10].[ClH:42].[CH3:43][OH:44]. (4) The reactants are [Cl:1][C:2]1[CH:7]=[CH:6][C:5]([C:8]([OH:44])([CH:37]2[CH2:42][CH2:41][N:40]([CH3:43])[CH2:39][CH2:38]2)[C:9]2[CH:10]=[C:11]([C:27]3[CH:32]=[CH:31][N:30]=[C:29]([NH:33][C:34](=[O:36])[CH3:35])[CH:28]=3)[S:12][C:13]=2[C:14]2[N:18]=[CH:17][N:16](COCC[Si](C)(C)C)[N:15]=2)=[CH:4][CH:3]=1.[F-].C([N+](CCCC)(CCCC)CCCC)CCC.C([O-])(O)=O.[Na+].CCOC(C)=O. The catalyst is O1CCCC1. The product is [Cl:1][C:2]1[CH:3]=[CH:4][C:5]([C:8]([OH:44])([CH:37]2[CH2:42][CH2:41][N:40]([CH3:43])[CH2:39][CH2:38]2)[C:9]2[CH:10]=[C:11]([C:27]3[CH:32]=[CH:31][N:30]=[C:29]([NH:33][C:34](=[O:36])[CH3:35])[CH:28]=3)[S:12][C:13]=2[C:14]2[NH:18][CH:17]=[N:16][N:15]=2)=[CH:6][CH:7]=1. The yield is 0.250. (5) The reactants are CO[C:3](=[O:16])[CH2:4][NH:5][C:6]([O:8][CH2:9][C:10]1[CH:15]=[CH:14][CH:13]=[CH:12][CH:11]=1)=[O:7].[C:17]([O:21][CH3:22])(=[O:20])[CH:18]=[CH2:19].[H-].[Na+]. The catalyst is C1(C)C=CC=CC=1. The product is [O:16]=[C:3]1[CH2:4][N:5]([C:6]([O:8][CH2:9][C:10]2[CH:11]=[CH:12][CH:13]=[CH:14][CH:15]=2)=[O:7])[CH2:19][CH:18]1[C:17]([O:21][CH3:22])=[O:20]. The yield is 0.960. (6) The reactants are [NH:1]1[C:5]2[CH:6]=[CH:7][CH:8]=[CH:9][C:4]=2[N:3]=[C:2]1[C:10]1[CH:11]=[C:12]([NH:17][C:18]([C:20]2[CH:25]=[CH:24][C:23]([C:26]3[CH:31]=[CH:30][C:29]([N+:32]([O-])=O)=[CH:28][CH:27]=3)=[CH:22][C:21]=2[CH3:35])=[O:19])[CH:13]=[CH:14][C:15]=1[Cl:16].[NH4+].[Cl-].C([O-])([O-])=O.[Na+].[Na+]. The catalyst is CO.O.[Fe]. The product is [NH:1]1[C:5]2[CH:6]=[CH:7][CH:8]=[CH:9][C:4]=2[N:3]=[C:2]1[C:10]1[CH:11]=[C:12]([NH:17][C:18]([C:20]2[CH:25]=[CH:24][C:23]([C:26]3[CH:31]=[CH:30][C:29]([NH2:32])=[CH:28][CH:27]=3)=[CH:22][C:21]=2[CH3:35])=[O:19])[CH:13]=[CH:14][C:15]=1[Cl:16]. The yield is 0.678.